From a dataset of Catalyst prediction with 721,799 reactions and 888 catalyst types from USPTO. Predict which catalyst facilitates the given reaction. Reactant: [C:1](Cl)(=[O:5])[CH:2]([CH3:4])[CH3:3].[NH2:7][CH2:8][C:9]1[CH:14]=[CH:13][C:12]([C:15]([N:17]2[CH2:26][CH2:25][C:24]3[N:23]=[C:22]([CH3:27])[NH:21][C:20]=3[C:19]3[CH:28]=[C:29]([Cl:32])[CH:30]=[CH:31][C:18]2=3)=[O:16])=[CH:11][C:10]=1[CH3:33].CCN(C(C)C)C(C)C. Product: [Cl:32][C:29]1[CH:30]=[CH:31][C:18]2[N:17]([C:15]([C:12]3[CH:13]=[CH:14][C:9]([CH2:8][NH:7][C:1](=[O:5])[CH:2]([CH3:4])[CH3:3])=[C:10]([CH3:33])[CH:11]=3)=[O:16])[CH2:26][CH2:25][C:24]3[N:23]=[C:22]([CH3:27])[NH:21][C:20]=3[C:19]=2[CH:28]=1. The catalyst class is: 4.